Dataset: Catalyst prediction with 721,799 reactions and 888 catalyst types from USPTO. Task: Predict which catalyst facilitates the given reaction. (1) Reactant: O[CH2:2][C:3]1[CH:18]=[CH:17][C:6]([O:7][CH2:8][CH2:9][CH2:10][N:11]2[CH2:16][CH2:15][CH2:14][CH2:13][CH2:12]2)=[CH:5][CH:4]=1.S(Cl)([Cl:21])=O. Product: [Cl:21][CH2:2][C:3]1[CH:18]=[CH:17][C:6]([O:7][CH2:8][CH2:9][CH2:10][N:11]2[CH2:16][CH2:15][CH2:14][CH2:13][CH2:12]2)=[CH:5][CH:4]=1. The catalyst class is: 4. (2) Reactant: [C:1]([O:4][CH2:5][CH2:6][C:7]1[N:8]=[C:9]([NH2:12])[S:10][CH:11]=1)(=O)[CH3:2].[CH3:13][C:14]([O:17][C:18](O[C:18]([O:17][C:14]([CH3:16])([CH3:15])[CH3:13])=[O:19])=[O:19])([CH3:16])[CH3:15].CC[O:30]C(C)=O.C1CCCCC1. Product: [CH2:1]([O:4][C:5](=[O:30])[CH2:6][C:7]1[N:8]=[C:9]([NH:12][C:18]([O:17][C:14]([CH3:16])([CH3:15])[CH3:13])=[O:19])[S:10][CH:11]=1)[CH3:2]. The catalyst class is: 64. (3) Reactant: [C:1]([C:5]1[N:10]=[C:9](N2CCNCC2)[CH:8]=[C:7](C2CCC2)[N:6]=1)([CH3:4])([CH3:3])[CH3:2].BrCCCCl.C(N(CC)CC)C. Product: [C:1]([C:5]1[N:10]=[CH:9][CH:8]=[CH:7][N:6]=1)([CH3:4])([CH3:3])[CH3:2]. The catalyst class is: 9.